The task is: Predict the reaction yield, written as a fraction of the theoretical maximum amount of product (1.0 means a 100% yield; for example, 0.34 means a 34% yield).. This data is from Reaction yield outcomes from USPTO patents with 853,638 reactions. (1) The reactants are [CH3:1][O:2][C:3](=[O:20])[CH2:4][C:5]1[CH:10]=[CH:9][C:8]([C:11]([C:13]2[CH:18]=[CH:17][C:16]([OH:19])=[CH:15][CH:14]=2)=O)=[CH:7][CH:6]=1.[CH3:21][C:22]1([CH3:31])[CH2:27][C:26]([CH3:29])([CH3:28])[CH2:25][C:24](=O)[CH2:23]1.C([O-])([O-])=O.[K+].[K+]. The catalyst is C1COCC1.[Zn].Cl[Ti](Cl)(Cl)Cl. The product is [CH3:1][O:2][C:3](=[O:20])[CH2:4][C:5]1[CH:10]=[CH:9][C:8]([C:11]([C:13]2[CH:18]=[CH:17][C:16]([OH:19])=[CH:15][CH:14]=2)=[C:24]2[CH2:25][C:26]([CH3:29])([CH3:28])[CH2:27][C:22]([CH3:31])([CH3:21])[CH2:23]2)=[CH:7][CH:6]=1. The yield is 0.720. (2) The catalyst is CN(C=O)C. The yield is 0.620. The product is [CH3:25][O:26][C:27](=[O:39])[CH2:28][C:29]([C:32]1[CH:33]=[CH:34][C:35]([O:10][CH2:9][CH2:8][C@H:7]([O:6][C:5]2[CH:16]=[CH:17][C:2]([Cl:1])=[CH:3][C:4]=2[O:18][C:19]2[CH:24]=[CH:23][CH:22]=[CH:21][CH:20]=2)[CH3:15])=[CH:36][CH:37]=1)([CH3:31])[CH3:30]. The reactants are [Cl:1][C:2]1[CH:17]=[CH:16][C:5]([O:6][CH:7]([CH3:15])[CH2:8][CH2:9][O:10]S(C)(=O)=O)=[C:4]([O:18][C:19]2[CH:24]=[CH:23][CH:22]=[CH:21][CH:20]=2)[CH:3]=1.[CH3:25][O:26][C:27](=[O:39])[CH2:28][C:29]([C:32]1[CH:37]=[CH:36][C:35](O)=[CH:34][CH:33]=1)([CH3:31])[CH3:30].C(=O)([O-])[O-].[Cs+].[Cs+]. (3) The reactants are [CH3:1][N:2]1[CH:6]=[CH:5][C:4]([C:7]2[CH:8]=[N:9][NH:10][C:11]=2[NH2:12])=[N:3]1.[Cl:13][C:14]1[CH:19]=[CH:18][C:17]([C:20](=O)[CH2:21][C:22](OCC)=[O:23])=[CH:16][C:15]=1[O:28][CH3:29].CC1C=CC(S(O)(=O)=O)=CC=1. The catalyst is CCCCO. The product is [Cl:13][C:14]1[CH:19]=[CH:18][C:17]([C:20]2[NH:12][C:11]3[N:10]([N:9]=[CH:8][C:7]=3[C:4]3[CH:5]=[CH:6][N:2]([CH3:1])[N:3]=3)[C:22](=[O:23])[CH:21]=2)=[CH:16][C:15]=1[O:28][CH3:29]. The yield is 0.250. (4) The reactants are [I:1]NC(=O)CCC(N)=O.[CH3:10][O:11][C:12]([C:14]1[CH:15]=[CH:16][C:17]2[N:18]([CH:20]=[CH:21][N:22]=2)[CH:19]=1)=[O:13]. The catalyst is C(#N)C. The product is [CH3:10][O:11][C:12]([C:14]1[CH:15]=[CH:16][C:17]2[N:18]([C:20]([I:1])=[CH:21][N:22]=2)[CH:19]=1)=[O:13]. The yield is 0.950. (5) The reactants are [NH2:1][C:2]1[N:7]=[CH:6][N:5]=[C:4]2[N:8]([CH:12]([C:14]3[O:15][C:16]4[C:21]([C:22](=[O:31])[C:23]=3[C:24]3[CH:29]=[CH:28][CH:27]=[C:26]([F:30])[CH:25]=3)=[CH:20][CH:19]=[CH:18][CH:17]=4)[CH3:13])[N:9]=[C:10](I)[C:3]=12.[CH:32]([C:34]1[S:35][CH:36]=[C:37](B(O)O)[CH:38]=1)=[O:33].C(=O)([O-])[O-].[Na+].[Na+].ClCCl. The product is [NH2:1][C:2]1[N:7]=[CH:6][N:5]=[C:4]2[N:8]([CH:12]([C:14]3[O:15][C:16]4[C:21]([C:22](=[O:31])[C:23]=3[C:24]3[CH:29]=[CH:28][CH:27]=[C:26]([F:30])[CH:25]=3)=[CH:20][CH:19]=[CH:18][CH:17]=4)[CH3:13])[N:9]=[C:10]([C:37]3[CH:38]=[C:34]([CH:32]=[O:33])[S:35][CH:36]=3)[C:3]=12. The catalyst is CN(C=O)C.C(O)C.O. The yield is 0.190. (6) The product is [C:1]([O:5][C:6](=[O:18])[CH2:7][CH2:8][CH2:9][CH2:10][CH2:11][CH2:12][CH2:13][CH2:14][CH2:15][CH2:16][N+:19]([O-:21])=[O:20])([CH3:4])([CH3:3])[CH3:2]. The catalyst is CN(C=O)C. The yield is 0.420. The reactants are [C:1]([O:5][C:6](=[O:18])[CH2:7][CH2:8][CH2:9][CH2:10][CH2:11][CH2:12][CH2:13][CH2:14][CH2:15][CH2:16]Br)([CH3:4])([CH3:3])[CH3:2].[N:19]([O-:21])=[O:20].[Na+].C1(C=C(O)C=C(O)C=1)O. (7) The reactants are [CH3:1][C:2]1[O:6][N:5]=[C:4]([C:7]2[CH:12]=[CH:11][CH:10]=[CH:9][CH:8]=2)[C:3]=1[CH2:13][O:14][C:15]1[CH:23]=[CH:22][C:18]([C:19]([OH:21])=O)=[CH:17][N:16]=1.[CH:24]([NH2:27])([CH3:26])[CH3:25]. No catalyst specified. The product is [CH:24]([NH:27][C:19](=[O:21])[C:18]1[CH:22]=[CH:23][C:15]([O:14][CH2:13][C:3]2[C:4]([C:7]3[CH:8]=[CH:9][CH:10]=[CH:11][CH:12]=3)=[N:5][O:6][C:2]=2[CH3:1])=[N:16][CH:17]=1)([CH3:26])[CH3:25]. The yield is 0.970.